Predict which catalyst facilitates the given reaction. From a dataset of Catalyst prediction with 721,799 reactions and 888 catalyst types from USPTO. (1) Reactant: [NH2:1][C:2]1[N:7]=[CH:6][C:5]([CH2:8][NH:9]C(=O)OC(C)(C)C)=[CH:4][CH:3]=1.[CH3:17][O:18][C:19]1[CH:28]=[C:27]2[C:22]([C:23]([O:29][C:30]3[CH:42]=[CH:41][C:33]4[C:34]([C:38](O)=[O:39])=[C:35]([CH3:37])[O:36][C:32]=4[CH:31]=3)=[CH:24][CH:25]=[N:26]2)=[CH:21][CH:20]=1.C(O)(C(F)(F)F)=O. Product: [NH2:9][CH2:8][C:5]1[CH:4]=[CH:3][C:2]([NH:1][C:38]([C:34]2[C:33]3[CH:41]=[CH:42][C:30]([O:29][C:23]4[C:22]5[C:27](=[CH:28][C:19]([O:18][CH3:17])=[CH:20][CH:21]=5)[N:26]=[CH:25][CH:24]=4)=[CH:31][C:32]=3[O:36][C:35]=2[CH3:37])=[O:39])=[N:7][CH:6]=1. The catalyst class is: 2. (2) Reactant: [C:1]1([C:3](=[CH:5][CH:6]=[CH:7][CH:8]=1)[OH:4])[OH:2].C(=O)([O-])[O-].[K+].[K+].Br[CH2:16][CH2:17][CH2:18][CH2:19][CH2:20][CH3:21].C(O)C. Product: [CH2:16]([O:2][C:1]1[CH:8]=[CH:7][CH:6]=[CH:5][C:3]=1[OH:4])[CH2:17][CH2:18][CH2:19][CH2:20][CH3:21]. The catalyst class is: 4. (3) Reactant: [C:1](=[O:6])([O:4][CH3:5])OC.[Cl:7][C:8]1[CH:13]=[CH:12][C:11]([C:14](=[O:16])[CH3:15])=[CH:10][CH:9]=1.[H-].[Na+]. Product: [Cl:7][C:8]1[CH:13]=[CH:12][C:11]([C:14](=[O:16])[CH2:15][C:1]([O:4][CH3:5])=[O:6])=[CH:10][CH:9]=1. The catalyst class is: 7. (4) Reactant: [CH3:1][C:2]1[CH:10]=[CH:9][C:5]([C:6]([OH:8])=O)=[CH:4][C:3]=1[C:11]1[C:22](=[O:23])[N:21]([CH3:24])[C:14]2[N:15]=[C:16]([S:19][CH3:20])[N:17]=[CH:18][C:13]=2[CH:12]=1.[CH:25]1([NH2:28])[CH2:27][CH2:26]1.CCN=C=NCCCN(C)C. Product: [CH:25]1([NH:28][C:6](=[O:8])[C:5]2[CH:9]=[CH:10][C:2]([CH3:1])=[C:3]([C:11]3[C:22](=[O:23])[N:21]([CH3:24])[C:14]4[N:15]=[C:16]([S:19][CH3:20])[N:17]=[CH:18][C:13]=4[CH:12]=3)[CH:4]=2)[CH2:27][CH2:26]1. The catalyst class is: 3. (5) Reactant: [Cl:1][C:2]1[CH:8]=[C:7]([O:9][C:10]2[C:19]3[C:14](=[CH:15][C:16]([O:22][CH3:23])=[C:17]([O:20][CH3:21])[CH:18]=3)[N:13]=[CH:12][N:11]=2)[CH:6]=[CH:5][C:3]=1[NH2:4].C1(C)C=CC=CC=1.C(N(CC)CC)C.Cl[C:39](Cl)([O:41][C:42](=[O:48])OC(Cl)(Cl)Cl)Cl.[F:50][C:51]([F:61])([F:60])[C:52]1[CH:59]=[CH:58][C:55](CO)=[CH:54][CH:53]=1. Product: [Cl:1][C:2]1[CH:8]=[C:7]([O:9][C:10]2[C:19]3[C:14](=[CH:15][C:16]([O:22][CH3:23])=[C:17]([O:20][CH3:21])[CH:18]=3)[N:13]=[CH:12][N:11]=2)[CH:6]=[CH:5][C:3]=1[NH:4][C:42](=[O:48])[O:41][CH2:39][C:55]1[CH:58]=[CH:59][C:52]([C:51]([F:61])([F:60])[F:50])=[CH:53][CH:54]=1. The catalyst class is: 2.